Predict which catalyst facilitates the given reaction. From a dataset of Catalyst prediction with 721,799 reactions and 888 catalyst types from USPTO. (1) Reactant: [OH-].[Li+].[Si:3]([O:10][C@@H:11]([C:29]1[CH:34]=[CH:33][CH:32]=[CH:31][C:30]=1[C:35]1[CH:40]=[CH:39][C:38]([Cl:41])=[CH:37][CH:36]=1)[CH:12]1[CH2:17][CH2:16][N:15]([C:18]2[CH:28]=[CH:27][C:21]([C:22]([O:24]CC)=[O:23])=[CH:20][CH:19]=2)[CH2:14][CH2:13]1)([C:6]([CH3:9])([CH3:8])[CH3:7])([CH3:5])[CH3:4]. Product: [Si:3]([O:10][C@@H:11]([C:29]1[CH:34]=[CH:33][CH:32]=[CH:31][C:30]=1[C:35]1[CH:40]=[CH:39][C:38]([Cl:41])=[CH:37][CH:36]=1)[CH:12]1[CH2:13][CH2:14][N:15]([C:18]2[CH:28]=[CH:27][C:21]([C:22]([OH:24])=[O:23])=[CH:20][CH:19]=2)[CH2:16][CH2:17]1)([C:6]([CH3:9])([CH3:8])[CH3:7])([CH3:5])[CH3:4]. The catalyst class is: 87. (2) Reactant: Cl.[Cl:2][C:3]1[CH:4]=[C:5]2[C:9](=[CH:10][CH:11]=1)[NH:8][CH:7]=[C:6]2[CH2:12][CH2:13][NH2:14].C1CN([P+](ON2N=NC3C=CC=CC2=3)(N2CCCC2)N2CCCC2)CC1.F[P-](F)(F)(F)(F)F.C(N(CC)C(C)C)(C)C.[CH:57]([C:60]1[CH:65]=[CH:64][C:63]([N:66]2[CH2:70][CH2:69][CH:68]([C:71](O)=[O:72])[C:67]2=[O:74])=[CH:62][CH:61]=1)([CH3:59])[CH3:58]. Product: [Cl:2][C:3]1[CH:4]=[C:5]2[C:9](=[CH:10][CH:11]=1)[NH:8][CH:7]=[C:6]2[CH2:12][CH2:13][NH:14][C:71]([CH:68]1[CH2:69][CH2:70][N:66]([C:63]2[CH:64]=[CH:65][C:60]([CH:57]([CH3:58])[CH3:59])=[CH:61][CH:62]=2)[C:67]1=[O:74])=[O:72]. The catalyst class is: 3. (3) Reactant: C(OC(=O)[NH:7][C@:8]1([C:13](=[O:22])[NH:14][S:15]([C:18]2([CH3:21])[CH2:20][CH2:19]2)(=[O:17])=[O:16])[CH2:10][C@H:9]1[CH:11]=[CH2:12])(C)(C)C.[ClH:24]. Product: [ClH:24].[NH2:7][C@:8]1([C:13]([NH:14][S:15]([C:18]2([CH3:21])[CH2:20][CH2:19]2)(=[O:17])=[O:16])=[O:22])[CH2:10][C@H:9]1[CH:11]=[CH2:12]. The catalyst class is: 12. (4) Reactant: [CH3:1][O:2][C:3]1[CH:8]=[CH:7][C:6]([C:9]2([C:15]([NH:17][C@H:18]([C:29]([OH:31])=[O:30])[CH2:19][C:20]3[CH:25]=[CH:24][C:23]([N+]([O-])=O)=[CH:22][CH:21]=3)=[O:16])[CH2:14][CH2:13][CH2:12][CH2:11][CH2:10]2)=[CH:5][CH:4]=1.O.O.Cl[Sn]Cl. Product: [CH3:1][O:2][C:3]1[CH:4]=[CH:5][C:6]([C:9]2([C:15]([NH:17][C@H:18]([C:29]([OH:31])=[O:30])[CH2:19][C:20]3[CH:21]=[CH:22][CH:23]=[CH:24][CH:25]=3)=[O:16])[CH2:14][CH2:13][CH2:12][CH2:11][CH2:10]2)=[CH:7][CH:8]=1. The catalyst class is: 3. (5) Reactant: [F:1][C:2]1[CH:3]=[C:4]([OH:11])[CH:5]=[C:6]([F:10])[C:7]=1[CH2:8][OH:9].Cl[C:13]([F:18])([F:17])C([O-])=O.[Na+].C(=O)([O-])[O-].[Cs+].[Cs+].O. Product: [F:17][CH:13]([F:18])[O:11][C:4]1[CH:3]=[C:2]([F:1])[C:7]([CH2:8][OH:9])=[C:6]([F:10])[CH:5]=1. The catalyst class is: 39.